Regression. Given two drug SMILES strings and cell line genomic features, predict the synergy score measuring deviation from expected non-interaction effect. From a dataset of NCI-60 drug combinations with 297,098 pairs across 59 cell lines. (1) Drug 1: CC(C)(C#N)C1=CC(=CC(=C1)CN2C=NC=N2)C(C)(C)C#N. Drug 2: CN(CCCl)CCCl.Cl. Cell line: COLO 205. Synergy scores: CSS=26.8, Synergy_ZIP=-4.13, Synergy_Bliss=-3.11, Synergy_Loewe=-2.29, Synergy_HSA=-2.17. (2) Drug 1: CC1=C2C(C(=O)C3(C(CC4C(C3C(C(C2(C)C)(CC1OC(=O)C(C(C5=CC=CC=C5)NC(=O)OC(C)(C)C)O)O)OC(=O)C6=CC=CC=C6)(CO4)OC(=O)C)OC)C)OC. Drug 2: CC1CCCC2(C(O2)CC(NC(=O)CC(C(C(=O)C(C1O)C)(C)C)O)C(=CC3=CSC(=N3)C)C)C. Cell line: ACHN. Synergy scores: CSS=29.6, Synergy_ZIP=2.18, Synergy_Bliss=1.32, Synergy_Loewe=-5.17, Synergy_HSA=0.141. (3) Drug 1: CC1=C(C=C(C=C1)C(=O)NC2=CC(=CC(=C2)C(F)(F)F)N3C=C(N=C3)C)NC4=NC=CC(=N4)C5=CN=CC=C5. Drug 2: COCCOC1=C(C=C2C(=C1)C(=NC=N2)NC3=CC=CC(=C3)C#C)OCCOC.Cl. Cell line: HCC-2998. Synergy scores: CSS=3.47, Synergy_ZIP=2.15, Synergy_Bliss=2.78, Synergy_Loewe=1.65, Synergy_HSA=-2.63. (4) Drug 1: C1=CC(=CC=C1CC(C(=O)O)N)N(CCCl)CCCl.Cl. Drug 2: CC1=C2C(C(=O)C3(C(CC4C(C3C(C(C2(C)C)(CC1OC(=O)C(C(C5=CC=CC=C5)NC(=O)OC(C)(C)C)O)O)OC(=O)C6=CC=CC=C6)(CO4)OC(=O)C)O)C)O. Cell line: UACC-257. Synergy scores: CSS=18.5, Synergy_ZIP=-7.59, Synergy_Bliss=0.647, Synergy_Loewe=-16.6, Synergy_HSA=-1.94. (5) Drug 1: C1=CC(=CC=C1CC(C(=O)O)N)N(CCCl)CCCl.Cl. Drug 2: CCN(CC)CCNC(=O)C1=C(NC(=C1C)C=C2C3=C(C=CC(=C3)F)NC2=O)C. Cell line: SF-295. Synergy scores: CSS=2.05, Synergy_ZIP=-3.87, Synergy_Bliss=-1.21, Synergy_Loewe=-2.19, Synergy_HSA=-1.42. (6) Drug 1: CS(=O)(=O)C1=CC(=C(C=C1)C(=O)NC2=CC(=C(C=C2)Cl)C3=CC=CC=N3)Cl. Drug 2: CNC(=O)C1=NC=CC(=C1)OC2=CC=C(C=C2)NC(=O)NC3=CC(=C(C=C3)Cl)C(F)(F)F. Cell line: RPMI-8226. Synergy scores: CSS=36.4, Synergy_ZIP=0.606, Synergy_Bliss=-4.78, Synergy_Loewe=-48.5, Synergy_HSA=-9.55.